Dataset: Full USPTO retrosynthesis dataset with 1.9M reactions from patents (1976-2016). Task: Predict the reactants needed to synthesize the given product. (1) Given the product [Br:11][C:5]1[CH:6]=[C:7]([N+:8]([O-:10])=[O:9])[C:2]([C:18]2[CH:17]=[CH:16][CH:15]=[C:14]([O:13][CH3:12])[CH:19]=2)=[N:3][CH:4]=1, predict the reactants needed to synthesize it. The reactants are: Br[C:2]1[C:7]([N+:8]([O-:10])=[O:9])=[CH:6][C:5]([Br:11])=[CH:4][N:3]=1.[CH3:12][O:13][C:14]1[CH:15]=[C:16](B(O)O)[CH:17]=[CH:18][CH:19]=1.C(=O)([O-])[O-].[Na+].[Na+]. (2) Given the product [CH3:1][CH2:2][O:3][C:4]([C@@:6]1([CH3:14])[N:10]([C:22](=[O:24])[CH3:23])[C@H:9]([C:11]([OH:13])=[O:12])[CH2:8][S:7]1)=[O:5], predict the reactants needed to synthesize it. The reactants are: [CH3:1][CH2:2][O:3][C:4]([C:6]1([CH3:14])[NH:10][CH:9]([C:11]([OH:13])=[O:12])[CH2:8][S:7]1)=[O:5].C(N(CC)CC)C.[C:22](Cl)(=[O:24])[CH3:23].Cl. (3) Given the product [C:38]([C:37]1[CH:40]=[CH:41][C:34]([NH:1][C:2]2[CH:3]=[C:4]([NH:22][C:23](=[O:32])[O:24][CH2:25][C:26]3[CH:27]=[CH:28][CH:29]=[CH:30][CH:31]=3)[CH:5]=[N:6][C:7]=2[S:8](=[O:21])(=[O:20])[NH:9][C:10]2[CH:11]=[CH:12][C:13]3[CH2:17][O:16][B:15]([OH:18])[C:14]=3[CH:19]=2)=[N:35][CH:36]=1)#[N:39], predict the reactants needed to synthesize it. The reactants are: [NH2:1][C:2]1[CH:3]=[C:4]([NH:22][C:23](=[O:32])[O:24][CH2:25][C:26]2[CH:31]=[CH:30][CH:29]=[CH:28][CH:27]=2)[CH:5]=[N:6][C:7]=1[S:8](=[O:21])(=[O:20])[NH:9][C:10]1[CH:11]=[CH:12][C:13]2[CH2:17][O:16][B:15]([OH:18])[C:14]=2[CH:19]=1.Cl[C:34]1[CH:41]=[CH:40][C:37]([C:38]#[N:39])=[CH:36][N:35]=1.C(=O)([O-])[O-].[K+].[K+]. (4) Given the product [NH2:16][C:14]1[CH:15]=[C:11]([C:9]([N:8]([C:4]2[CH:5]=[CH:6][CH:7]=[C:2]([Br:1])[C:3]=2[Cl:23])[CH:20]2[CH2:22][CH2:21]2)=[O:10])[S:12][C:13]=1[Cl:19], predict the reactants needed to synthesize it. The reactants are: [Br:1][C:2]1[C:3]([Cl:23])=[C:4]([N:8]([CH:20]2[CH2:22][CH2:21]2)[C:9]([C:11]2[S:12][C:13]([Cl:19])=[C:14]([N+:16]([O-])=O)[CH:15]=2)=[O:10])[CH:5]=[CH:6][CH:7]=1.Cl.C(=O)([O-])O.[Na+]. (5) The reactants are: [N:1]1([C:7]2[CH:17]=[CH:16][C:10]([C:11]([O:13][CH2:14][CH3:15])=[O:12])=[CH:9][CH:8]=2)[CH2:6][CH2:5][NH:4][CH2:3][CH2:2]1.[F:18][C:19]([F:42])([F:41])[CH2:20][NH:21][C:22]([C:24]1([CH2:37][CH2:38][CH2:39]Br)[C:36]2[CH:35]=[CH:34][CH:33]=[CH:32][C:31]=2[C:30]2[C:25]1=[CH:26][CH:27]=[CH:28][CH:29]=2)=[O:23]. Given the product [F:18][C:19]([F:41])([F:42])[CH2:20][NH:21][C:22]([C:24]1([CH2:37][CH2:38][CH2:39][N:4]2[CH2:3][CH2:2][N:1]([C:7]3[CH:8]=[CH:9][C:10]([C:11]([O:13][CH2:14][CH3:15])=[O:12])=[CH:16][CH:17]=3)[CH2:6][CH2:5]2)[C:36]2[CH:35]=[CH:34][CH:33]=[CH:32][C:31]=2[C:30]2[C:25]1=[CH:26][CH:27]=[CH:28][CH:29]=2)=[O:23], predict the reactants needed to synthesize it. (6) Given the product [Cl:1][C:2]1[C:3]([F:19])=[C:4]2[C:16]([CH:8]=[C:7]([NH2:15])[N:6]=[CH:5]2)=[CH:17][CH:18]=1, predict the reactants needed to synthesize it. The reactants are: [Cl:1][C:2]1[C:3]([F:19])=[C:4]([CH:16]=[CH:17][CH:18]=1)[CH2:5][NH:6][C:7](=[NH:15])[CH:8](OCC)OCC.S(=O)(=O)(O)O.